Predict which catalyst facilitates the given reaction. From a dataset of Catalyst prediction with 721,799 reactions and 888 catalyst types from USPTO. Reactant: [CH3:1][C:2]1[CH:21]=[CH:20][C:5]([CH2:6][C:7]2[NH:12][C:11](=[O:13])[C:10]([CH:14]([NH:16]C(=O)C)[CH3:15])=[N:9][N:8]=2)=[CH:4][CH:3]=1.[OH-].[Na+]. Product: [NH2:16][CH:14]([C:10]1[C:11](=[O:13])[NH:12][C:7]([CH2:6][C:5]2[CH:20]=[CH:21][C:2]([CH3:1])=[CH:3][CH:4]=2)=[N:8][N:9]=1)[CH3:15]. The catalyst class is: 33.